From a dataset of Full USPTO retrosynthesis dataset with 1.9M reactions from patents (1976-2016). Predict the reactants needed to synthesize the given product. Given the product [OH:11][CH2:10][C:9]1[C:4]([CH2:3][O:2][CH3:1])=[N:5][C:6]([CH3:28])=[C:7]([C:8]=1[C:14]1[CH:15]=[CH:16][C:17]([CH3:20])=[CH:18][CH:19]=1)[C:21]([O:23][C:24]([CH3:27])([CH3:26])[CH3:25])=[O:22], predict the reactants needed to synthesize it. The reactants are: [CH3:1][O:2][CH2:3][C:4]1[C:9]([C:10](OC)=[O:11])=[C:8]([C:14]2[CH:19]=[CH:18][C:17]([CH3:20])=[CH:16][CH:15]=2)[C:7]([C:21]([O:23][C:24]([CH3:27])([CH3:26])[CH3:25])=[O:22])=[C:6]([CH3:28])[N:5]=1.C1(C)C=CC=CC=1.[H-].C([Al+]CC(C)C)C(C)C.CO.O.O.O.O.O.O.O.O.O.O.[O-]S([O-])(=O)=O.[Na+].[Na+].